From a dataset of Reaction yield outcomes from USPTO patents with 853,638 reactions. Predict the reaction yield, written as a fraction of the theoretical maximum amount of product (1.0 means a 100% yield; for example, 0.34 means a 34% yield). (1) The reactants are [Cl:1][C:2]1[CH:7]=[C:6]([Cl:8])[CH:5]=[CH:4][C:3]=1[C:9](N1CCOCC1)=[CH2:10].CCN(CC)CC.[Cl:24][C:25]1[CH:26]=[CH:27][C:28]([N+:35]([O-:37])=[O:36])=[C:29]([CH:34]=1)[C:30](Cl)=[N:31][OH:32]. The catalyst is C(Cl)(Cl)Cl. The product is [Cl:24][C:25]1[CH:26]=[CH:27][C:28]([N+:35]([O-:37])=[O:36])=[C:29]([C:30]2[CH:10]=[C:9]([C:3]3[CH:4]=[CH:5][C:6]([Cl:8])=[CH:7][C:2]=3[Cl:1])[O:32][N:31]=2)[CH:34]=1. The yield is 0.660. (2) The reactants are [NH2:1][C:2]1[CH:17]=[CH:16][C:5]([O:6][C:7]2[CH:12]=[CH:11][N:10]=[C:9]([C:13]([NH2:15])=[O:14])[CH:8]=2)=[CH:4][C:3]=1[Cl:18].[CH3:19][N:20]1[C:24]([CH3:25])=[C:23]([C:26](O)=[O:27])[C:22](=[O:29])[N:21]1[C:30]1[CH:35]=[CH:34][CH:33]=[CH:32][CH:31]=1.CCN=C=NCCCN(C)C.C1C=NC2N(O)N=NC=2C=1. The catalyst is C(Cl)Cl.O. The product is [Cl:18][C:3]1[CH:4]=[C:5]([CH:16]=[CH:17][C:2]=1[NH:1][C:26]([C:23]1[C:22](=[O:29])[N:21]([C:30]2[CH:31]=[CH:32][CH:33]=[CH:34][CH:35]=2)[N:20]([CH3:19])[C:24]=1[CH3:25])=[O:27])[O:6][C:7]1[CH:12]=[CH:11][N:10]=[C:9]([C:13]([NH2:15])=[O:14])[CH:8]=1. The yield is 0.465. (3) The reactants are [Cl:1][C:2]1[CH:3]=[C:4]([C:9]2([C:23]([F:26])([F:25])[F:24])[CH2:13][N:12]=[C:11]([C:14]3[CH:21]=[CH:20][C:17]([CH:18]=O)=[C:16]([CH3:22])[CH:15]=3)[CH2:10]2)[CH:5]=[C:6]([Cl:8])[CH:7]=1.C([NH:29][NH:30][C:31]([NH2:33])=[S:32])C.[CH2:34](O)[CH3:35]. The catalyst is C(O)(=O)C. The product is [CH2:34]([N:30]([C:31]([NH2:33])=[S:32])[N:29]=[CH:18][C:17]1[CH:20]=[CH:21][C:14]([C:11]2[CH2:10][C:9]([C:4]3[CH:3]=[C:2]([Cl:1])[CH:7]=[C:6]([Cl:8])[CH:5]=3)([C:23]([F:26])([F:25])[F:24])[CH2:13][N:12]=2)=[CH:15][C:16]=1[CH3:22])[CH3:35]. The yield is 0.760.